This data is from Forward reaction prediction with 1.9M reactions from USPTO patents (1976-2016). The task is: Predict the product of the given reaction. (1) The product is: [Cl:1][C:2]1[N:3]=[C:4]([N:11]2[CH2:12][CH2:13][O:14][CH2:15][CH2:16]2)[C:5]2[N:10]=[C:9]([I:22])[S:8][C:6]=2[N:7]=1. Given the reactants [Cl:1][C:2]1[N:3]=[C:4]([N:11]2[CH2:16][CH2:15][O:14][CH2:13][CH2:12]2)[C:5]2[N:10]=[CH:9][S:8][C:6]=2[N:7]=1.C([Li])CCC.[I:22]I, predict the reaction product. (2) Given the reactants [CH3:1][O:2][C:3]1[CH:8]=[CH:7][C:6]([C:9]([NH:24][C:25]2[CH2:26][O:27][C:28]([CH3:52])([CH3:51])[C:29]([F:50])([F:49])[C@:30]([C:33]3[CH:38]=[C:37](B4OC(C)(C)C(C)(C)O4)[CH:36]=[CH:35][C:34]=3[F:48])([CH3:32])[N:31]=2)([C:16]2[CH:21]=[CH:20][C:19]([O:22][CH3:23])=[CH:18][CH:17]=2)[C:10]2[CH:15]=[CH:14][CH:13]=[CH:12][CH:11]=2)=[CH:5][CH:4]=1.Cl[C:54]1[S:55][C:56]2[CH:62]=[C:61]([Cl:63])[CH:60]=[CH:59][C:57]=2[N:58]=1, predict the reaction product. The product is: [CH3:1][O:2][C:3]1[CH:8]=[CH:7][C:6]([C:9]([NH:24][C:25]2[CH2:26][O:27][C:28]([CH3:52])([CH3:51])[C:29]([F:49])([F:50])[C@:30]([C:33]3[CH:38]=[C:37]([C:54]4[S:55][C:56]5[CH:62]=[C:61]([Cl:63])[CH:60]=[CH:59][C:57]=5[N:58]=4)[CH:36]=[CH:35][C:34]=3[F:48])([CH3:32])[N:31]=2)([C:16]2[CH:17]=[CH:18][C:19]([O:22][CH3:23])=[CH:20][CH:21]=2)[C:10]2[CH:11]=[CH:12][CH:13]=[CH:14][CH:15]=2)=[CH:5][CH:4]=1. (3) Given the reactants [C:1]([O:5][C:6]([N:8]1[CH2:13][CH2:12][CH2:11][CH2:10][CH:9]1[CH2:14][CH2:15][CH2:16][OH:17])=[O:7])([CH3:4])([CH3:3])[CH3:2].C[N+]1([O-])CCOCC1, predict the reaction product. The product is: [C:1]([O:5][C:6]([N:8]1[CH2:13][CH2:12][CH2:11][CH2:10][CH:9]1[CH2:14][CH2:15][CH:16]=[O:17])=[O:7])([CH3:4])([CH3:3])[CH3:2]. (4) Given the reactants [Cl-].O[NH3+:3].[C:4](=[O:7])([O-])[OH:5].[Na+].CS(C)=O.[OH:13][C:14]([CH3:50])([CH3:49])[CH2:15][O:16][C@@H:17]1[CH2:20][C@H:19]([N:21]2[C:26](=[O:27])[C:25]([CH2:28][C:29]3[CH:34]=[CH:33][C:32]([C:35]4[C:36]([C:41]#[N:42])=[CH:37][CH:38]=[CH:39][CH:40]=4)=[CH:31][CH:30]=3)=[C:24]([CH2:43][CH2:44][CH3:45])[N:23]3[N:46]=[CH:47][N:48]=[C:22]23)[CH2:18]1, predict the reaction product. The product is: [OH:13][C:14]([CH3:49])([CH3:50])[CH2:15][O:16][C@@H:17]1[CH2:18][C@H:19]([N:21]2[C:26](=[O:27])[C:25]([CH2:28][C:29]3[CH:34]=[CH:33][C:32]([C:35]4[CH:40]=[CH:39][CH:38]=[CH:37][C:36]=4[C:41]4[NH:3][C:4](=[O:7])[O:5][N:42]=4)=[CH:31][CH:30]=3)=[C:24]([CH2:43][CH2:44][CH3:45])[N:23]3[N:46]=[CH:47][N:48]=[C:22]23)[CH2:20]1.